Dataset: Full USPTO retrosynthesis dataset with 1.9M reactions from patents (1976-2016). Task: Predict the reactants needed to synthesize the given product. (1) Given the product [Cl:26][C:25]1[C:24]([O:27][CH3:28])=[CH:23][C:22]([O:29][CH3:30])=[C:21]([Cl:31])[C:20]=1[C:18]1[C:17](=[O:32])[N:16]([CH3:33])[C:14]2[N:15]=[C:10]([NH:9][C:3]3[C:4]([CH3:8])=[CH:5][CH:6]=[CH:7][C:2]=3[NH:1][C:34](=[O:37])[CH:35]=[CH2:36])[N:11]=[CH:12][C:13]=2[CH:19]=1, predict the reactants needed to synthesize it. The reactants are: [NH2:1][C:2]1[CH:7]=[CH:6][CH:5]=[C:4]([CH3:8])[C:3]=1[NH:9][C:10]1[N:11]=[CH:12][C:13]2[CH:19]=[C:18]([C:20]3[C:25]([Cl:26])=[C:24]([O:27][CH3:28])[CH:23]=[C:22]([O:29][CH3:30])[C:21]=3[Cl:31])[C:17](=[O:32])[N:16]([CH3:33])[C:14]=2[N:15]=1.[C:34](Cl)(=[O:37])[CH:35]=[CH2:36]. (2) Given the product [CH:29]1([NH:34][C:17](=[O:18])[CH2:16][N:13]2[CH2:12][CH2:11][CH:10]([CH2:9][NH:8][C:6](=[O:7])[C:5]3[CH:20]=[C:21]([C:23]([F:25])([F:26])[F:24])[CH:22]=[C:3]([C:2]([F:27])([F:1])[F:28])[CH:4]=3)[CH2:15][CH2:14]2)[CH2:33][CH2:32][CH2:31][CH2:30]1, predict the reactants needed to synthesize it. The reactants are: [F:1][C:2]([F:28])([F:27])[C:3]1[CH:4]=[C:5]([CH:20]=[C:21]([C:23]([F:26])([F:25])[F:24])[CH:22]=1)[C:6]([NH:8][CH2:9][CH:10]1[CH2:15][CH2:14][N:13]([CH2:16][C:17](O)=[O:18])[CH2:12][CH2:11]1)=[O:7].[CH:29]1([NH2:34])[CH2:33][CH2:32][CH2:31][CH2:30]1.CN(C(ON1N=NC2C=CC=NC1=2)=[N+](C)C)C.F[P-](F)(F)(F)(F)F.C([O-])(O)=O.[Na+]. (3) Given the product [Cl:1][C:2]1[CH:7]=[CH:6][C:5]([CH:8]=[O:9])=[CH:4][C:3]=1[CH2:10][CH2:11][OH:12], predict the reactants needed to synthesize it. The reactants are: [Cl:1][C:2]1[CH:7]=[CH:6][C:5]([CH2:8][OH:9])=[CH:4][C:3]=1[CH2:10][CH2:11][OH:12]. (4) Given the product [CH:73]([O:72][C:63]1[CH:64]=[C:65]([S:68]([CH3:71])(=[O:70])=[O:69])[CH:66]=[CH:67][C:62]=1[C:8]1[CH:7]=[CH:6][C:5]2[C:10](=[CH:11][CH:12]=[C:3]([O:2][CH3:1])[CH:4]=2)[C:9]=1[C:13]([C:14]1[CH:19]=[CH:18][C:17]([O:20][CH2:21][CH2:22][N:23]2[CH2:28][CH2:27][CH2:26][CH2:25][CH2:24]2)=[CH:16][CH:15]=1)=[O:29])([CH3:75])[CH3:74], predict the reactants needed to synthesize it. The reactants are: [CH3:1][O:2][C:3]1[CH:4]=[C:5]2[C:10](=[CH:11][CH:12]=1)[C:9]([C:13](=[O:29])[C:14]1[CH:19]=[CH:18][C:17]([O:20][CH2:21][CH2:22][N:23]3[CH2:28][CH2:27][CH2:26][CH2:25][CH2:24]3)=[CH:16][CH:15]=1)=[C:8](OS(C(F)(F)F)(=O)=O)[CH:7]=[CH:6]2.B#B.C1(P(C2CCCCC2)C2CCCCC2)CCCCC1.[F-].[Cs+].Br[C:62]1[CH:67]=[CH:66][C:65]([S:68]([CH3:71])(=[O:70])=[O:69])=[CH:64][C:63]=1[O:72][CH:73]([CH3:75])[CH3:74]. (5) Given the product [Br:2][C:1]([Br:5])=[CH:32][CH:31]([CH2:34][CH2:35][CH2:36][CH2:37][CH2:38][CH2:39][CH2:40][CH3:41])[CH2:25][CH2:26][CH2:27][CH2:28][CH2:29][CH3:30], predict the reactants needed to synthesize it. The reactants are: [C:1]([Br:5])(Br)(Br)[Br:2].C1(P(C2C=CC=CC=2)C2C=CC=CC=2)C=CC=CC=1.[CH2:25]([CH:31]([CH2:34][CH2:35][CH2:36][CH2:37][CH2:38][CH2:39][CH2:40][CH3:41])[CH:32]=O)[CH2:26][CH2:27][CH2:28][CH2:29][CH3:30].O. (6) Given the product [Cl:12][C:13]1[CH:29]=[C:28]([Cl:30])[CH:27]=[CH:26][C:14]=1[CH2:15][NH:16][C:17](=[O:25])[C:18]1[CH:23]=[CH:22][C:21]([O:9][CH2:8][CH2:7][N:1]2[CH2:6][CH2:5][O:4][CH2:3][CH2:2]2)=[N:20][CH:19]=1, predict the reactants needed to synthesize it. The reactants are: [N:1]1([CH2:7][CH2:8][OH:9])[CH2:6][CH2:5][O:4][CH2:3][CH2:2]1.[H-].[Na+].[Cl:12][C:13]1[CH:29]=[C:28]([Cl:30])[CH:27]=[CH:26][C:14]=1[CH2:15][NH:16][C:17](=[O:25])[C:18]1[CH:23]=[CH:22][C:21](F)=[N:20][CH:19]=1.